From a dataset of Catalyst prediction with 721,799 reactions and 888 catalyst types from USPTO. Predict which catalyst facilitates the given reaction. (1) Reactant: [C:1]([O:9]CC)(=O)[CH2:2][CH2:3][CH2:4][CH2:5][CH:6]=[CH2:7].[CH2:12]([NH2:19])[C:13]1[CH:18]=[CH:17][CH:16]=[CH:15][CH:14]=1.N12CCCNC1=NCCC2. Product: [CH2:12]([NH:19][C:1](=[O:9])[CH2:2][CH2:3][CH2:4][CH2:5][CH:6]=[CH2:7])[C:13]1[CH:18]=[CH:17][CH:16]=[CH:15][CH:14]=1. The catalyst class is: 27. (2) Reactant: FC(F)(F)C(O)=O.[CH2:8]([N:15]1[CH:20]2[CH2:21][CH2:22][CH:16]1[CH2:17][CH:18]([NH:23][C:24]1[C:25]([CH3:39])=[C:26]3[C:30](=[CH:31][CH:32]=1)[N:29](C1CCCCO1)[N:28]=[CH:27]3)[CH2:19]2)[C:9]1[CH:14]=[CH:13][CH:12]=[CH:11][CH:10]=1.C(=O)([O-])O.[Na+]. Product: [CH2:8]([N:15]1[CH:20]2[CH2:21][CH2:22][CH:16]1[CH2:17][CH:18]([NH:23][C:24]1[C:25]([CH3:39])=[C:26]3[C:30](=[CH:31][CH:32]=1)[NH:29][N:28]=[CH:27]3)[CH2:19]2)[C:9]1[CH:14]=[CH:13][CH:12]=[CH:11][CH:10]=1. The catalyst class is: 4.